This data is from Full USPTO retrosynthesis dataset with 1.9M reactions from patents (1976-2016). The task is: Predict the reactants needed to synthesize the given product. (1) Given the product [F:23][C:20]([F:21])([F:22])[C:16]1[CH:15]=[C:14]([C:11]2[CH:10]=[CH:9][C:8]3[CH2:7][CH2:6][CH2:5][CH:4]([NH2:1])[C:13]=3[N:12]=2)[CH:19]=[CH:18][CH:17]=1, predict the reactants needed to synthesize it. The reactants are: [N:1]([CH:4]1[C:13]2[N:12]=[C:11]([C:14]3[CH:19]=[CH:18][CH:17]=[C:16]([C:20]([F:23])([F:22])[F:21])[CH:15]=3)[CH:10]=[CH:9][C:8]=2[CH2:7][CH2:6][CH2:5]1)=[N+]=[N-].[H][H]. (2) Given the product [O:5]=[C:4]1[C:3]([C:1]#[N:2])=[CH:12][CH:11]=[N:7][NH:6]1, predict the reactants needed to synthesize it. The reactants are: [C:1]([CH2:3][C:4]([NH:6][NH2:7])=[O:5])#[N:2].[OH-].[Na+].Cl.[CH2:11](O)[CH3:12].O. (3) Given the product [Cl:22][C:4]1[CH:3]=[C:2]([NH:1][S:29]([C:23]2[CH:28]=[CH:27][CH:26]=[CH:25][CH:24]=2)(=[O:31])=[O:30])[CH:20]=[C:19]([Cl:21])[C:5]=1[CH2:6][CH:7]1[CH2:11][CH2:10][N:9]([CH:12]2[CH2:13][CH2:14][CH2:15][CH2:16][CH2:17]2)[C:8]1=[O:18], predict the reactants needed to synthesize it. The reactants are: [NH2:1][C:2]1[CH:20]=[C:19]([Cl:21])[C:5]([CH2:6][CH:7]2[CH2:11][CH2:10][N:9]([CH:12]3[CH2:17][CH2:16][CH2:15][CH2:14][CH2:13]3)[C:8]2=[O:18])=[C:4]([Cl:22])[CH:3]=1.[C:23]1([S:29](Cl)(=[O:31])=[O:30])[CH:28]=[CH:27][CH:26]=[CH:25][CH:24]=1. (4) Given the product [CH2:17]([S:19]([C:22]1[CH:23]=[C:24]([C:14]2[C:15]([CH3:31])=[CH:16][C:4]3[C:3]4[C:7](=[C:8]([O:11][CH3:12])[CH:9]=[CH:10][CH:2]=4)[NH:6][C:5]=3[N:13]=2)[CH:25]=[CH:26][CH:27]=1)(=[O:21])=[O:20])[CH3:18], predict the reactants needed to synthesize it. The reactants are: Cl[C:2]1[CH:10]=[CH:9][C:8]([O:11][CH3:12])=[C:7]2[C:3]=1[C:4]1[CH:16]=[CH:15][CH:14]=[N:13][C:5]=1[NH:6]2.[CH2:17]([S:19]([C:22]1[CH:23]=[C:24](B(O)O)[CH:25]=[CH:26][CH:27]=1)(=[O:21])=[O:20])[CH3:18].[CH:31]1(P(C2CCCCC2)C2CCCCC2)CCCCC1.C([O-])([O-])=O.[Cs+].[Cs+]. (5) Given the product [Cl:1][CH2:2][CH2:3][C:4]1[C:9](=[O:10])[N:8]2[CH2:11][CH2:12][CH2:13][CH:14]([OH:15])[C:7]2=[N:6][C:5]=1[CH3:23], predict the reactants needed to synthesize it. The reactants are: [Cl:1][CH2:2][CH2:3][C:4]1[C:9](=[O:10])[N:8]2[CH:11]=[CH:12][CH:13]=[C:14]([O:15]CC3C=CC=CC=3)[C:7]2=[N:6][C:5]=1[CH3:23].Cl.[H][H]. (6) The reactants are: ClC(Cl)(O[C:5](=[O:11])OC(Cl)(Cl)Cl)Cl.[C:13]([O:17][C:18](=[O:33])[NH:19][CH2:20][C:21]1[N:22]=[N:23][N:24]([C:26]2[CH:31]=[CH:30][CH:29]=[C:28]([NH2:32])[CH:27]=2)[CH:25]=1)([CH3:16])([CH3:15])[CH3:14].[F:34][C:35]([F:55])([F:54])[C:36]1[CH:37]=[C:38]([C:42]2[CH:43]=[CH:44][C:45]3[N:51]4[CH2:52][C@H:48]([CH2:49][CH2:50]4)[NH:47][C:46]=3[N:53]=2)[CH:39]=[CH:40][CH:41]=1.C(=O)(O)[O-].[Na+]. Given the product [C:13]([O:17][C:18](=[O:33])[NH:19][CH2:20][C:21]1[N:22]=[N:23][N:24]([C:26]2[CH:31]=[CH:30][CH:29]=[C:28]([NH:32][C:5]([N:47]3[C@@H:48]4[CH2:52][N:51]([CH2:50][CH2:49]4)[C:45]4[CH:44]=[CH:43][C:42]([C:38]5[CH:39]=[CH:40][CH:41]=[C:36]([C:35]([F:34])([F:54])[F:55])[CH:37]=5)=[N:53][C:46]3=4)=[O:11])[CH:27]=2)[CH:25]=1)([CH3:16])([CH3:14])[CH3:15], predict the reactants needed to synthesize it. (7) The reactants are: FC(F)(F)C(O)=O.[F:8][C:9]1[CH:14]=[CH:13][C:12]([N:15]2[C:19]3[N:20]=[CH:21][N:22]([CH2:25][C:26]4([OH:32])[CH2:31][CH2:30][NH:29][CH2:28][CH2:27]4)[C:23](=[O:24])[C:18]=3[CH:17]=[N:16]2)=[CH:11][CH:10]=1.C(N(CC)CC)C.[CH3:40][NH:41][C:42](Cl)=[O:43]. Given the product [F:8][C:9]1[CH:10]=[CH:11][C:12]([N:15]2[C:19]3[N:20]=[CH:21][N:22]([CH2:25][C:26]4([OH:32])[CH2:31][CH2:30][N:29]([C:42]([NH:41][CH3:40])=[O:43])[CH2:28][CH2:27]4)[C:23](=[O:24])[C:18]=3[CH:17]=[N:16]2)=[CH:13][CH:14]=1, predict the reactants needed to synthesize it.